Predict the reactants needed to synthesize the given product. From a dataset of Full USPTO retrosynthesis dataset with 1.9M reactions from patents (1976-2016). Given the product [Br:8][C:5]1[CH:4]=[N:3][C:2]([NH:1][C:26](=[O:27])[C:25]2[CH:29]=[CH:30][C:22]([C:19]3[CH2:18][C:17]([C:12]4[CH:13]=[C:14]([Cl:16])[CH:15]=[C:10]([Cl:9])[CH:11]=4)([C:32]([F:35])([F:34])[F:33])[O:21][N:20]=3)=[CH:23][C:24]=2[CH3:31])=[N:7][CH:6]=1, predict the reactants needed to synthesize it. The reactants are: [NH2:1][C:2]1[N:7]=[CH:6][C:5]([Br:8])=[CH:4][N:3]=1.[Cl:9][C:10]1[CH:11]=[C:12]([C:17]2([C:32]([F:35])([F:34])[F:33])[O:21][N:20]=[C:19]([C:22]3[CH:30]=[CH:29][C:25]([C:26](Cl)=[O:27])=[C:24]([CH3:31])[CH:23]=3)[CH2:18]2)[CH:13]=[C:14]([Cl:16])[CH:15]=1.